From a dataset of NCI-60 drug combinations with 297,098 pairs across 59 cell lines. Regression. Given two drug SMILES strings and cell line genomic features, predict the synergy score measuring deviation from expected non-interaction effect. (1) Drug 1: C1=CC(=CC=C1CCC2=CNC3=C2C(=O)NC(=N3)N)C(=O)NC(CCC(=O)O)C(=O)O. Drug 2: COC1=CC(=CC(=C1O)OC)C2C3C(COC3=O)C(C4=CC5=C(C=C24)OCO5)OC6C(C(C7C(O6)COC(O7)C8=CC=CS8)O)O. Cell line: MDA-MB-231. Synergy scores: CSS=27.6, Synergy_ZIP=-4.54, Synergy_Bliss=-5.69, Synergy_Loewe=-3.74, Synergy_HSA=-1.13. (2) Drug 1: CNC(=O)C1=CC=CC=C1SC2=CC3=C(C=C2)C(=NN3)C=CC4=CC=CC=N4. Drug 2: CCC(=C(C1=CC=CC=C1)C2=CC=C(C=C2)OCCN(C)C)C3=CC=CC=C3.C(C(=O)O)C(CC(=O)O)(C(=O)O)O. Cell line: SK-OV-3. Synergy scores: CSS=4.74, Synergy_ZIP=0.628, Synergy_Bliss=6.34, Synergy_Loewe=4.49, Synergy_HSA=4.59. (3) Drug 1: CC(CN1CC(=O)NC(=O)C1)N2CC(=O)NC(=O)C2. Cell line: 786-0. Drug 2: CCC1(C2=C(COC1=O)C(=O)N3CC4=CC5=C(C=CC(=C5CN(C)C)O)N=C4C3=C2)O.Cl. Synergy scores: CSS=34.4, Synergy_ZIP=-2.68, Synergy_Bliss=-1.42, Synergy_Loewe=-5.01, Synergy_HSA=0.976. (4) Cell line: MOLT-4. Drug 1: C1C(C(OC1N2C=NC3=C(N=C(N=C32)Cl)N)CO)O. Synergy scores: CSS=42.0, Synergy_ZIP=-17.5, Synergy_Bliss=-33.9, Synergy_Loewe=-37.1, Synergy_HSA=-32.2. Drug 2: CC1C(C(CC(O1)OC2CC(CC3=C2C(=C4C(=C3O)C(=O)C5=CC=CC=C5C4=O)O)(C(=O)C)O)N)O. (5) Drug 1: CCC1=C2CN3C(=CC4=C(C3=O)COC(=O)C4(CC)O)C2=NC5=C1C=C(C=C5)O. Drug 2: C1CCC(C(C1)N)N.C(=O)(C(=O)[O-])[O-].[Pt+4]. Cell line: HL-60(TB). Synergy scores: CSS=43.1, Synergy_ZIP=1.14, Synergy_Bliss=1.15, Synergy_Loewe=0.881, Synergy_HSA=0.922. (6) Drug 1: CC(C)NC(=O)C1=CC=C(C=C1)CNNC.Cl. Synergy scores: CSS=-36.2, Synergy_ZIP=28.2, Synergy_Bliss=9.69, Synergy_Loewe=-36.8, Synergy_HSA=-37.3. Cell line: KM12. Drug 2: CC(C)CN1C=NC2=C1C3=CC=CC=C3N=C2N. (7) Drug 1: C1C(C(OC1N2C=C(C(=O)NC2=O)F)CO)O. Drug 2: CC1=C2C(C(=O)C3(C(CC4C(C3C(C(C2(C)C)(CC1OC(=O)C(C(C5=CC=CC=C5)NC(=O)OC(C)(C)C)O)O)OC(=O)C6=CC=CC=C6)(CO4)OC(=O)C)O)C)O. Cell line: NCI-H460. Synergy scores: CSS=41.4, Synergy_ZIP=0.511, Synergy_Bliss=0.260, Synergy_Loewe=-22.3, Synergy_HSA=-1.35.